Dataset: Forward reaction prediction with 1.9M reactions from USPTO patents (1976-2016). Task: Predict the product of the given reaction. Given the reactants [CH:1]1([O:6][C:7](=[O:33])[C@@H:8]([N:15]([C:26]([O:28][C:29]([CH3:32])([CH3:31])[CH3:30])=[O:27])[CH2:16][C:17]2[CH:22]=[CH:21][CH:20]=[CH:19][C:18]=2[N+:23]([O-])=O)[C:9]2[CH:14]=[CH:13][CH:12]=[CH:11][CH:10]=2)[CH2:5][CH2:4][CH2:3][CH2:2]1.C(=O)([O-])N, predict the reaction product. The product is: [CH:1]1([O:6][C:7](=[O:33])[C@@H:8]([N:15]([CH2:16][C:17]2[CH:22]=[CH:21][CH:20]=[CH:19][C:18]=2[NH2:23])[C:26]([O:28][C:29]([CH3:32])([CH3:31])[CH3:30])=[O:27])[C:9]2[CH:14]=[CH:13][CH:12]=[CH:11][CH:10]=2)[CH2:5][CH2:4][CH2:3][CH2:2]1.